Task: Predict the reactants needed to synthesize the given product.. Dataset: Full USPTO retrosynthesis dataset with 1.9M reactions from patents (1976-2016) (1) Given the product [CH3:11][C:12]1[CH:17]=[CH:16][CH:15]=[CH:14][C:13]=1[C:2]1[CH:3]=[CH:4][CH:5]=[C:6]2[C:10]=1[NH:9][CH:8]=[CH:7]2, predict the reactants needed to synthesize it. The reactants are: Br[C:2]1[CH:3]=[CH:4][CH:5]=[C:6]2[C:10]=1[NH:9][CH:8]=[CH:7]2.[CH3:11][C:12]1[CH:17]=[CH:16][CH:15]=[CH:14][C:13]=1B(O)O. (2) Given the product [CH2:1]=[C:2]1[CH2:6][CH2:5][CH:4]([C:7]([O-:9])=[O:8])[CH2:3]1.[Li+:13], predict the reactants needed to synthesize it. The reactants are: [CH2:1]=[C:2]1[CH2:6][CH2:5][CH:4]([C:7]([O:9]CC)=[O:8])[CH2:3]1.[OH-].[Li+:13]. (3) Given the product [CH2:1]([O:3][C:4]([C:6]1([C:9]2[CH:14]=[CH:13][C:12]([C:15]3[CH:20]=[CH:19][C:18]([C:21]4[O:25][N:24]=[C:23]([CH3:26])[C:22]=4[NH:27][C:28]4[CH:33]=[CH:32][CH:31]=[C:30]([C:40]5[CH:39]=[CH:38][CH:37]=[C:36]([Cl:35])[CH:41]=5)[N:29]=4)=[CH:17][CH:16]=3)=[CH:11][CH:10]=2)[CH2:8][CH2:7]1)=[O:5])[CH3:2], predict the reactants needed to synthesize it. The reactants are: [CH2:1]([O:3][C:4]([C:6]1([C:9]2[CH:14]=[CH:13][C:12]([C:15]3[CH:20]=[CH:19][C:18]([C:21]4[O:25][N:24]=[C:23]([CH3:26])[C:22]=4[NH:27][C:28]4[CH:33]=[CH:32][CH:31]=[C:30](Br)[N:29]=4)=[CH:17][CH:16]=3)=[CH:11][CH:10]=2)[CH2:8][CH2:7]1)=[O:5])[CH3:2].[Cl:35][C:36]1[CH:37]=[C:38](B(O)O)[CH:39]=[CH:40][CH:41]=1. (4) Given the product [CH2:1]([O:7][CH2:8][CH2:9][CH2:10][CH2:11][CH2:12][CH2:13][CH2:14][CH2:15][NH:16][C:18]1[C:27]2[C:22](=[CH:23][CH:24]=[CH:25][CH:26]=2)[N:21]=[C:20]([C:28]([F:31])([F:29])[F:30])[CH:19]=1)[CH2:2][CH2:3][CH2:4][CH2:5][CH3:6], predict the reactants needed to synthesize it. The reactants are: [CH2:1]([O:7][CH2:8][CH2:9][CH2:10][CH2:11][CH2:12][CH2:13][CH2:14][CH2:15][NH2:16])[CH2:2][CH2:3][CH2:4][CH2:5][CH3:6].Cl[C:18]1[C:27]2[C:22](=[CH:23][CH:24]=[CH:25][CH:26]=2)[N:21]=[C:20]([C:28]([F:31])([F:30])[F:29])[CH:19]=1.CC(=O)OCC.